Dataset: Forward reaction prediction with 1.9M reactions from USPTO patents (1976-2016). Task: Predict the product of the given reaction. (1) Given the reactants [CH3:1][C:2]1[CH:3]=[C:4]([CH:7]=[CH:8][N+:9]([O-])=O)[S:5][CH:6]=1.[H-].[Al+3].[Li+].[H-].[H-].[H-], predict the reaction product. The product is: [CH3:1][C:2]1[CH:3]=[C:4]([CH2:7][CH2:8][NH2:9])[S:5][CH:6]=1. (2) Given the reactants [Cl:1][C:2]1[CH:3]=[CH:4][C:5]([C:43]#[N:44])=[C:6]([C:8]2[C:13]([O:14][CH3:15])=[CH:12][N:11]([CH:16]([CH2:38][CH2:39][O:40][CH3:41])[C:17]([NH:19][C:20]3[CH:28]=[C:27]4[C:23]([C:24](=[O:37])[N:25]([CH3:36])[N:26]4C(OC(C)(C)C)=O)=[CH:22][CH:21]=3)=[O:18])[C:10](=[O:42])[CH:9]=2)[CH:7]=1.C(O)(C(F)(F)F)=O, predict the reaction product. The product is: [Cl:1][C:2]1[CH:3]=[CH:4][C:5]([C:43]#[N:44])=[C:6]([C:8]2[C:13]([O:14][CH3:15])=[CH:12][N:11]([CH:16]([CH2:38][CH2:39][O:40][CH3:41])[C:17]([NH:19][C:20]3[CH:28]=[C:27]4[C:23]([C:24](=[O:37])[N:25]([CH3:36])[NH:26]4)=[CH:22][CH:21]=3)=[O:18])[C:10](=[O:42])[CH:9]=2)[CH:7]=1. (3) Given the reactants [O:1]=[C:2]1[C:10]2[C:5](=[CH:6][CH:7]=[C:8]([C:11]([OH:13])=[O:12])[CH:9]=2)[CH2:4][CH2:3]1.S(=O)(=O)(O)O.[CH3:19]O, predict the reaction product. The product is: [O:1]=[C:2]1[C:10]2[C:5](=[CH:6][CH:7]=[C:8]([C:11]([O:13][CH3:19])=[O:12])[CH:9]=2)[CH2:4][CH2:3]1. (4) Given the reactants Cl[C:2]1[N:12]=[C:11]([Cl:13])[C:10]([C:14]#[N:15])=[CH:9][C:3]=1[C:4]([O:6][CH2:7][CH3:8])=[O:5].[CH3:16][NH:17][CH3:18], predict the reaction product. The product is: [Cl:13][C:11]1[C:10]([C:14]#[N:15])=[CH:9][C:3]([C:4]([O:6][CH2:7][CH3:8])=[O:5])=[C:2]([N:17]([CH3:18])[CH3:16])[N:12]=1. (5) Given the reactants C[O:2][C:3](=[O:25])[C@@H:4]([NH:14][C:15]([O:17][CH2:18][C:19]1[CH:24]=[CH:23][CH:22]=[CH:21][CH:20]=1)=[O:16])[CH2:5][C:6]1[C:11]([F:12])=[CH:10][CH:9]=[CH:8][C:7]=1[F:13].[OH-].[Na+], predict the reaction product. The product is: [CH2:18]([O:17][C:15]([NH:14][C@@H:4]([CH2:5][C:6]1[C:7]([F:13])=[CH:8][CH:9]=[CH:10][C:11]=1[F:12])[C:3]([OH:25])=[O:2])=[O:16])[C:19]1[CH:20]=[CH:21][CH:22]=[CH:23][CH:24]=1.